From a dataset of Reaction yield outcomes from USPTO patents with 853,638 reactions. Predict the reaction yield, written as a fraction of the theoretical maximum amount of product (1.0 means a 100% yield; for example, 0.34 means a 34% yield). (1) The reactants are [NH2:1][C:2]1[CH:10]=[CH:9][CH:8]=[C:7]2[C:3]=1[C:4](=[O:20])[N:5]([CH:12]1[CH2:17][CH2:16][C:15](=[O:18])[NH:14][C:13]1=[O:19])[C:6]2=[O:11].[C:21]1([CH3:30])[CH:26]=[CH:25][CH:24]=[C:23]([C:27](Cl)=[O:28])[CH:22]=1.CO. The catalyst is C1COCC1.C(OCC)C. The product is [O:19]=[C:13]1[CH:12]([N:5]2[C:4](=[O:20])[C:3]3[C:7](=[CH:8][CH:9]=[CH:10][C:2]=3[NH:1][C:27](=[O:28])[C:23]3[CH:24]=[CH:25][CH:26]=[C:21]([CH3:30])[CH:22]=3)[C:6]2=[O:11])[CH2:17][CH2:16][C:15](=[O:18])[NH:14]1. The yield is 0.880. (2) The reactants are CC1CCCO1.[F:7][C:8]1[CH:16]=[C:15]2[C:11]([CH2:12][O:13][C:14]2=[O:17])=[C:10]([N+:18]([O-:20])=[O:19])[CH:9]=1.[CH3:21][N:22]1[C:26]([CH:27]=O)=[N:25][CH:24]=[N:23]1.C(N(CC)CC)C.C(OC(=O)C)(=O)C. No catalyst specified. The product is [F:7][C:8]1[CH:16]=[C:15]2[C:11](/[C:12](=[CH:27]/[C:26]3[N:22]([CH3:21])[N:23]=[CH:24][N:25]=3)/[O:13][C:14]2=[O:17])=[C:10]([N+:18]([O-:20])=[O:19])[CH:9]=1. The yield is 0.753. (3) The reactants are Cl.Cl.[F:3][C:4]1[CH:9]=[CH:8][C:7]([C:10]2[NH:11][CH:12]=[C:13]([C:21]3[CH2:22][CH2:23][NH:24][CH2:25][CH:26]=3)[C:14]=2[C:15]2[CH:20]=[CH:19][N:18]=[CH:17][CH:16]=2)=[CH:6][CH:5]=1. The catalyst is [Pd].CO. The product is [F:3][C:4]1[CH:9]=[CH:8][C:7]([C:10]2[NH:11][CH:12]=[C:13]([CH:21]3[CH2:22][CH2:23][NH:24][CH2:25][CH2:26]3)[C:14]=2[C:15]2[CH:20]=[CH:19][N:18]=[CH:17][CH:16]=2)=[CH:6][CH:5]=1. The yield is 0.850. (4) The reactants are [C:1]([C:5]1[NH:6][C:7]2[C:12]([CH:13]=1)=[CH:11][C:10]([N+:14]([O-])=O)=[CH:9][C:8]=2[F:17])([CH3:4])([CH3:3])[CH3:2]. The catalyst is CO.[Ni]. The product is [C:1]([C:5]1[NH:6][C:7]2[C:12]([CH:13]=1)=[CH:11][C:10]([NH2:14])=[CH:9][C:8]=2[F:17])([CH3:4])([CH3:2])[CH3:3]. The yield is 0.240. (5) The reactants are Br[C:2]1[C:10]([Cl:11])=[CH:9][C:5]2[N:6]=[CH:7][O:8][C:4]=2[CH:3]=1.[NH2:12][C:13]1[CH:18]=[CH:17][C:16](B2OC(C)(C)C(C)(C)O2)=[CH:15][N:14]=1.[O-]P([O-])([O-])=O.[K+].[K+].[K+].CC(=O)OCC. The catalyst is C(#N)C.O1CCOCC1.O.CC(P(C(C)(C)C)C1C=CC(N(C)C)=CC=1)(C)C.CC(P(C(C)(C)C)C1C=CC(N(C)C)=CC=1)(C)C.Cl[Pd]Cl. The product is [Cl:11][C:10]1[C:2]([C:16]2[CH:17]=[CH:18][C:13]([NH2:12])=[N:14][CH:15]=2)=[CH:3][C:4]2[O:8][CH:7]=[N:6][C:5]=2[CH:9]=1. The yield is 0.674. (6) The reactants are [C:1]([NH:4][CH2:5][C@@H:6]1[O:10][C:9](=[O:11])[N:8]([C:12]2[CH:17]=[CH:16][C:15]([C:18]3[CH:19]=[CH:20][C:21]([N:24]4[CH2:29][CH2:28][N:27](C(OC(C)(C)C)=O)[CH2:26][CH2:25]4)=[N:22][CH:23]=3)=[C:14]([F:37])[CH:13]=2)[CH2:7]1)(=[O:3])[CH3:2]. The catalyst is C(Cl)Cl.FC(F)(F)C(O)=O. The product is [F:37][C:14]1[CH:13]=[C:12]([N:8]2[CH2:7][C@H:6]([CH2:5][NH:4][C:1](=[O:3])[CH3:2])[O:10][C:9]2=[O:11])[CH:17]=[CH:16][C:15]=1[C:18]1[CH:23]=[N:22][C:21]([N:24]2[CH2:29][CH2:28][NH:27][CH2:26][CH2:25]2)=[CH:20][CH:19]=1. The yield is 0.980.